Dataset: NCI-60 drug combinations with 297,098 pairs across 59 cell lines. Task: Regression. Given two drug SMILES strings and cell line genomic features, predict the synergy score measuring deviation from expected non-interaction effect. (1) Drug 1: C1=CC(=CC=C1CC(C(=O)O)N)N(CCCl)CCCl.Cl. Drug 2: C1=CC(=CC=C1C#N)C(C2=CC=C(C=C2)C#N)N3C=NC=N3. Cell line: NCI-H322M. Synergy scores: CSS=2.36, Synergy_ZIP=1.21, Synergy_Bliss=2.90, Synergy_Loewe=0.802, Synergy_HSA=-0.881. (2) Drug 1: CC1=C(C(=CC=C1)Cl)NC(=O)C2=CN=C(S2)NC3=CC(=NC(=N3)C)N4CCN(CC4)CCO. Drug 2: CC1C(C(CC(O1)OC2CC(CC3=C2C(=C4C(=C3O)C(=O)C5=C(C4=O)C(=CC=C5)OC)O)(C(=O)CO)O)N)O.Cl. Cell line: SW-620. Synergy scores: CSS=31.9, Synergy_ZIP=-1.98, Synergy_Bliss=-0.941, Synergy_Loewe=-1.90, Synergy_HSA=1.14. (3) Drug 1: COC1=NC(=NC2=C1N=CN2C3C(C(C(O3)CO)O)O)N. Drug 2: C1=CN(C=N1)CC(O)(P(=O)(O)O)P(=O)(O)O. Cell line: M14. Synergy scores: CSS=7.04, Synergy_ZIP=-1.17, Synergy_Bliss=2.53, Synergy_Loewe=2.54, Synergy_HSA=1.28.